Dataset: Reaction yield outcomes from USPTO patents with 853,638 reactions. Task: Predict the reaction yield, written as a fraction of the theoretical maximum amount of product (1.0 means a 100% yield; for example, 0.34 means a 34% yield). (1) The reactants are [H-].[Na+].[OH:3][C:4]1[CH:5]=[CH:6][C:7]([CH3:10])=[N:8][CH:9]=1.F[C:12]1[CH:17]=[CH:16][C:15]([N+:18]([O-:20])=[O:19])=[CH:14][C:13]=1[CH3:21]. The catalyst is CC(N(C)C)=O. The product is [CH3:10][C:7]1[CH:6]=[CH:5][C:4]([O:3][C:12]2[CH:17]=[CH:16][C:15]([N+:18]([O-:20])=[O:19])=[CH:14][C:13]=2[CH3:21])=[CH:9][N:8]=1. The yield is 0.980. (2) The reactants are Br[C:2]1[C:7](=[O:8])[N:6]([CH2:9][C:10]2[CH:15]=[CH:14][C:13]([C:16]3[C:17]([C:22]#[N:23])=[CH:18][CH:19]=[CH:20][CH:21]=3)=[CH:12][CH:11]=2)[C:5]([CH2:24][CH2:25][CH2:26][CH3:27])=[N:4][C:3]=1[CH:28]1[CH2:30][CH2:29]1.[CH2:31]([O:33][C:34]1[CH:39]=[CH:38][C:37](B(O)O)=[CH:36][CH:35]=1)[CH3:32].C(=O)([O-])[O-].[Cs+].[Cs+]. The catalyst is O1CCOCC1.C(OCC)(=O)C.C1C=CC(P(C2C=CC=CC=2)[C-]2C=CC=C2)=CC=1.C1C=CC(P(C2C=CC=CC=2)[C-]2C=CC=C2)=CC=1.Cl[Pd]Cl.[Fe+2]. The product is [CH2:24]([C:5]1[N:6]([CH2:9][C:10]2[CH:11]=[CH:12][C:13]([C:16]3[C:17]([C:22]#[N:23])=[CH:18][CH:19]=[CH:20][CH:21]=3)=[CH:14][CH:15]=2)[C:7](=[O:8])[C:2]([C:37]2[CH:38]=[CH:39][C:34]([O:33][CH2:31][CH3:32])=[CH:35][CH:36]=2)=[C:3]([CH:28]2[CH2:29][CH2:30]2)[N:4]=1)[CH2:25][CH2:26][CH3:27]. The yield is 0.700. (3) The reactants are [C:1]([OH:9])(=O)[C:2]1[CH:7]=[CH:6][N:5]=[CH:4][CH:3]=1.C1C=CC2N(O)N=NC=2C=1.CCN=C=NCCCN(C)C.CCN(CC)CC.[CH3:38][O:39][C:40]1[CH:49]=[C:48]([O:50][CH3:51])[CH:47]=[C:46]2[C:41]=1[C:42](=[O:64])[NH:43][C:44]([C:52]1[CH:57]=[CH:56][C:55]([N:58]3[CH2:63][CH2:62][NH:61][CH2:60][CH2:59]3)=[CH:54][CH:53]=1)=[N:45]2. The catalyst is C1COCC1. The product is [C:1]([N:61]1[CH2:62][CH2:63][N:58]([C:55]2[CH:56]=[CH:57][C:52]([C:44]3[NH:43][C:42](=[O:64])[C:41]4[C:46](=[CH:47][C:48]([O:50][CH3:51])=[CH:49][C:40]=4[O:39][CH3:38])[N:45]=3)=[CH:53][CH:54]=2)[CH2:59][CH2:60]1)(=[O:9])[C:2]1[CH:3]=[CH:4][N:5]=[CH:6][CH:7]=1. The yield is 0.340. (4) The reactants are [F:1][C:2]([F:17])([F:16])[S:3][C:4]1[CH:15]=[CH:14][C:7]([CH2:8][CH:9]([C:12]#[N:13])[C:10]#[N:11])=[CH:6][CH:5]=1.[H-].[Na+].Br[CH2:21][CH2:22][C:23]([F:27])=[C:24]([F:26])[F:25]. The catalyst is CN(C)C=O. The product is [F:27][C:23](=[C:24]([F:26])[F:25])[CH2:22][CH2:21][C:9]([CH2:8][C:7]1[CH:6]=[CH:5][C:4]([S:3][C:2]([F:16])([F:1])[F:17])=[CH:15][CH:14]=1)([C:12]#[N:13])[C:10]#[N:11]. The yield is 0.170. (5) The reactants are [NH2:1][C:2]1[CH:7]=[CH:6][CH:5]=[CH:4][CH:3]=1.[OH:8][P:9]=[O:10]. The catalyst is CC(C)=O. The product is [PH2:9]([O-:10])=[O:8].[NH3+:1][C:2]1[CH:7]=[CH:6][CH:5]=[CH:4][CH:3]=1. The yield is 0.430. (6) The yield is 0.454. The product is [Br:10][C:11]1[C:12]([N:5]2[CH2:6][CH2:7][CH2:8][CH:3]([N:2]([CH3:9])[CH3:1])[CH2:4]2)=[C:13]2[C:19]([NH:20][C:21](=[O:28])[C:22]3[CH:27]=[CH:26][CH:25]=[N:24][CH:23]=3)=[CH:18][NH:17][C:14]2=[N:15][CH:16]=1. The catalyst is CCCCO. The reactants are [CH3:1][N:2]([CH3:9])[CH:3]1[CH2:8][CH2:7][CH2:6][NH:5][CH2:4]1.[Br:10][C:11]1[C:12](F)=[C:13]2[C:19]([NH:20][C:21](=[O:28])[C:22]3[CH:27]=[CH:26][CH:25]=[N:24][CH:23]=3)=[CH:18][NH:17][C:14]2=[N:15][CH:16]=1. (7) The catalyst is O1CCOCC1. The reactants are [F:1][C:2]1[CH:29]=[C:28]([F:30])[CH:27]=[CH:26][C:3]=1[CH2:4][O:5][C:6]1[N:7]=[CH:8][N:9]([C:15]2[CH:16]=[C:17]([CH:22]=[CH:23][C:24]=2[CH3:25])[C:18]([O:20]C)=[O:19])[C:10](=[O:14])[C:11]=1[CH2:12][CH3:13].[OH-].[Na+].C(O)(=O)CC(CC(O)=O)(C(O)=O)O. The product is [F:1][C:2]1[CH:29]=[C:28]([F:30])[CH:27]=[CH:26][C:3]=1[CH2:4][O:5][C:6]1[N:7]=[CH:8][N:9]([C:15]2[CH:16]=[C:17]([CH:22]=[CH:23][C:24]=2[CH3:25])[C:18]([OH:20])=[O:19])[C:10](=[O:14])[C:11]=1[CH2:12][CH3:13]. The yield is 0.950. (8) The product is [CH3:9][C:6]1([CH3:10])[O:5][C@@H:4]([CH2:3][CH2:2][O:1][S:19]([CH3:18])(=[O:21])=[O:20])[CH2:8][O:7]1. The catalyst is ClCCl. The reactants are [OH:1][CH2:2][CH2:3][C@H:4]1[CH2:8][O:7][C:6]([CH3:10])([CH3:9])[O:5]1.C(N(CC)CC)C.[CH3:18][S:19](Cl)(=[O:21])=[O:20].O. The yield is 0.980. (9) The reactants are [F:1][C:2]1[CH:3]=[CH:4][C:5]([NH:8][NH2:9])=[N:6][CH:7]=1.[CH2:10]([N:12]1[CH2:16][CH2:15][CH2:14][C@H:13]1[C:17](O)=[O:18])[CH3:11].C(Cl)CCl.C1C=CC2N(O)N=NC=2C=1.O. The catalyst is CN(C=O)C. The product is [F:1][C:2]1[CH:3]=[CH:4][C:5]([NH:8][NH:9][C:17]([C@@H:13]2[CH2:14][CH2:15][CH2:16][N:12]2[CH2:10][CH3:11])=[O:18])=[N:6][CH:7]=1. The yield is 0.540. (10) The reactants are FC(F)(F)C1C=C(NC(=O)NC2C=CC(C3SC(CCC(OC)=O)=NC=3)=CC=2)C=CC=1.[NH2:32][C:33]1[CH:38]=[CH:37][C:36]([C:39]2[S:43][C:42]([CH2:44][CH2:45][C:46]([CH3:52])([CH3:51])[C:47]([O:49][CH3:50])=[O:48])=[N:41][CH:40]=2)=[CH:35][CH:34]=1.[F:53][C:54]1[CH:59]=[C:58]([F:60])[CH:57]=[CH:56][C:55]=1[N:61]=[C:62]=[O:63]. No catalyst specified. The product is [F:53][C:54]1[CH:59]=[C:58]([F:60])[CH:57]=[CH:56][C:55]=1[NH:61][C:62](=[O:63])[NH:32][C:33]1[CH:34]=[CH:35][C:36]([C:39]2[S:43][C:42]([CH2:44][CH2:45][C:46]([CH3:52])([CH3:51])[C:47]([O:49][CH3:50])=[O:48])=[N:41][CH:40]=2)=[CH:37][CH:38]=1. The yield is 0.790.